From a dataset of Forward reaction prediction with 1.9M reactions from USPTO patents (1976-2016). Predict the product of the given reaction. (1) The product is: [OH:15][C:10]1[CH:11]=[C:12]([CH3:13])[C:6]2[C:5](=[CH:4][C:3]([O:2][CH3:1])=[CH:8][CH:7]=2)[N:9]=1. Given the reactants [CH3:1][O:2][C:3]1[CH:4]=[C:5]([NH:9][C:10](=[O:15])[CH2:11][C:12](=O)[CH3:13])[CH:6]=[CH:7][CH:8]=1.S(=O)(=O)(O)O, predict the reaction product. (2) Given the reactants [CH3:1][O:2][C:3]1[CH:8]=[CH:7][N:6]=[C:5]([NH:9][CH2:10][CH2:11][CH2:12][O:13][C:14]2[CH:30]=[CH:29][C:17]3[CH2:18][CH:19]([CH2:24][C:25]([O:27]C)=[O:26])[C:20](=[O:23])[NH:21][CH2:22][C:16]=3[CH:15]=2)[CH:4]=1.N1C=CC=CC=1NCCCOC1C=CC2CC(CC(OCC)=O)C(=O)NCC=2C=1, predict the reaction product. The product is: [CH3:1][O:2][C:3]1[CH:8]=[CH:7][N:6]=[C:5]([NH:9][CH2:10][CH2:11][CH2:12][O:13][C:14]2[CH:30]=[CH:29][C:17]3[CH2:18][CH:19]([CH2:24][C:25]([OH:27])=[O:26])[C:20](=[O:23])[NH:21][CH2:22][C:16]=3[CH:15]=2)[CH:4]=1. (3) Given the reactants [F:1][C:2]1[CH:3]=[C:4]([C:17]2[CH:22]=[C:21]([F:23])[CH:20]=[CH:19][C:18]=2[O:24]C)[CH:5]=[CH:6][C:7]=1[S:8]([C:11]1[CH:16]=[CH:15][CH:14]=[CH:13][CH:12]=1)(=[O:10])=[O:9].B(Br)(Br)Br, predict the reaction product. The product is: [F:1][C:2]1[CH:3]=[C:4]([C:17]2[C:18]([OH:24])=[CH:19][CH:20]=[C:21]([F:23])[CH:22]=2)[CH:5]=[CH:6][C:7]=1[S:8]([C:11]1[CH:12]=[CH:13][CH:14]=[CH:15][CH:16]=1)(=[O:10])=[O:9]. (4) Given the reactants C([Li])CCC.[F:6][CH2:7][C:8]([S:14]([CH3:17])(=[O:16])=[O:15])([CH2:11][CH:12]=[CH2:13])[C:9]#[N:10].[F:18][C:19]1[CH:24]=[CH:23][C:22]([N+:25]([O-:27])=[O:26])=[CH:21][C:20]=1/[C:28](=[N:30]/[S@@:31]([C:33]([CH3:36])([CH3:35])[CH3:34])=[O:32])/[CH3:29].C[Al](C)C, predict the reaction product. The product is: [C:9]([C:8]([S:14]([CH2:17][C@:28]([NH:30][S@@:31]([C:33]([CH3:34])([CH3:36])[CH3:35])=[O:32])([C:20]1[CH:21]=[C:22]([N+:25]([O-:27])=[O:26])[CH:23]=[CH:24][C:19]=1[F:18])[CH3:29])(=[O:15])=[O:16])([CH2:11][CH:12]=[CH2:13])[CH2:7][F:6])#[N:10]. (5) Given the reactants [CH3:1][O:2][C:3]1[CH:4]=[C:5]([C:11]#[C:12][C:13]2[C:21]3[C:20]([NH2:22])=[N:19][CH:18]=[N:17][C:16]=3[N:15](COCC[Si](C)(C)C)[CH:14]=2)[CH:6]=[C:7]([O:9][CH3:10])[CH:8]=1.C(O)(C(F)(F)F)=O, predict the reaction product. The product is: [CH3:1][O:2][C:3]1[CH:4]=[C:5]([C:11]#[C:12][C:13]2[C:21]3[C:20]([NH2:22])=[N:19][CH:18]=[N:17][C:16]=3[NH:15][CH:14]=2)[CH:6]=[C:7]([O:9][CH3:10])[CH:8]=1. (6) Given the reactants [CH2:1]([C:3]1[C:4](N[C@@H]2C3C(=CC=CC=3)C[C@@H]2O)=[N:5][C:6]([CH2:9][CH3:10])=[CH:7][N:8]=1)[CH3:2].[CH3:22][O:23][C:24]1[CH:33]=[C:32]2[C:27]([CH2:28][CH2:29][CH2:30][CH:31]2[NH2:34])=[CH:26][CH:25]=1, predict the reaction product. The product is: [CH2:1]([C:3]1[C:4]([NH:34][CH:31]2[C:32]3[C:27](=[CH:26][CH:25]=[C:24]([O:23][CH3:22])[CH:33]=3)[CH2:28][CH2:29][CH2:30]2)=[N:5][C:6]([CH2:9][CH3:10])=[CH:7][N:8]=1)[CH3:2]. (7) Given the reactants [NH2:1][C:2]1[N:6]([C:7]2[C:12]([Cl:13])=[CH:11][C:10]([C:14]([F:17])([F:16])[F:15])=[CH:9][C:8]=2[Cl:18])[N:5]=C(C(O)=O)[C:3]=1[S:22][C:23]([F:26])([F:25])[F:24].[NH3:27].[O:28]1[CH2:33][CH2:32]OCC1, predict the reaction product. The product is: [NH2:1][C:2]1[N:6]([C:7]2[C:12]([Cl:13])=[CH:11][C:10]([C:14]([F:17])([F:16])[F:15])=[CH:9][C:8]=2[Cl:18])[N:5]=[C:32]([C:33]([NH2:27])=[O:28])[C:3]=1[S:22][C:23]([F:26])([F:25])[F:24].